The task is: Predict which catalyst facilitates the given reaction.. This data is from Catalyst prediction with 721,799 reactions and 888 catalyst types from USPTO. Reactant: [Cl:1][C:2]1[C:10]([O:11][CH2:12][CH2:13][CH2:14]Cl)=[CH:9][C:8]([C:16]2[N:17]([C:32]([O:34][C:35]([CH3:38])([CH3:37])[CH3:36])=[O:33])[C:18]3[C:23]([CH:24]=2)=[CH:22][C:21]([CH2:25][N:26]2[CH2:31][CH2:30][CH2:29][CH2:28][CH2:27]2)=[CH:20][CH:19]=3)=[C:7]2[C:3]=1[CH2:4][NH:5][C:6]2=[O:39].[NH:40]1[CH2:44][CH2:43][CH2:42][C@H:41]1[CH2:45][OH:46].O. Product: [Cl:1][C:2]1[C:10]([O:11][CH2:12][CH2:13][CH2:14][N:40]2[CH2:44][CH2:43][CH2:42][C@H:41]2[CH2:45][OH:46])=[CH:9][C:8]([C:16]2[N:17]([C:32]([O:34][C:35]([CH3:38])([CH3:37])[CH3:36])=[O:33])[C:18]3[C:23]([CH:24]=2)=[CH:22][C:21]([CH2:25][N:26]2[CH2:27][CH2:28][CH2:29][CH2:30][CH2:31]2)=[CH:20][CH:19]=3)=[C:7]2[C:3]=1[CH2:4][NH:5][C:6]2=[O:39]. The catalyst class is: 80.